From a dataset of Catalyst prediction with 721,799 reactions and 888 catalyst types from USPTO. Predict which catalyst facilitates the given reaction. (1) Reactant: [O:1]=[C:2]1[C:11]2[CH:12]=[CH:13][C:14]([NH:16][CH2:17][C:18]3[CH:19]=[C:20]([CH:23]=[CH:24][CH:25]=3)[C:21]#[N:22])=[CH:15][C:10]=2[C:9]2[C:4](=[N:5][CH:6]=[CH:7][CH:8]=2)[NH:3]1.[OH-:26].[Na+]. Product: [O:1]=[C:2]1[C:11]2[CH:12]=[CH:13][C:14]([NH:16][CH2:17][C:18]3[CH:19]=[C:20]([CH:23]=[CH:24][CH:25]=3)[C:21]([NH2:22])=[O:26])=[CH:15][C:10]=2[C:9]2[C:4](=[N:5][CH:6]=[CH:7][CH:8]=2)[NH:3]1. The catalyst class is: 80. (2) Reactant: [C:1]([O:5][C:6](=[O:39])[CH2:7][CH2:8][CH2:9][CH2:10][CH2:11][CH2:12][CH2:13][CH2:14][CH2:15][CH2:16][CH2:17][CH2:18][CH2:19][CH2:20][CH2:21][CH2:22][C:23](=[O:38])[N:24]([CH2:29][CH2:30][C:31]([O:33][C:34]([CH3:37])([CH3:36])[CH3:35])=[O:32])[CH2:25][C:26]([OH:28])=O)([CH3:4])([CH3:3])[CH3:2].C1C=NC2N(O)N=NC=2C=1.CC(C)N=C=NC(C)C.[C:59]([O:63][C:64](=[O:75])[C:65]1[CH:73]=[C:72]([NH2:74])[CH:71]=[C:67]([C:68]([OH:70])=[O:69])[CH:66]=1)([CH3:62])([CH3:61])[CH3:60].CCN(C(C)C)C(C)C. Product: [C:59]([O:63][C:64](=[O:75])[C:65]1[CH:73]=[C:72]([NH:74][C:26](=[O:28])[CH2:25][N:24]([CH2:29][CH2:30][C:31]([O:33][C:34]([CH3:37])([CH3:36])[CH3:35])=[O:32])[C:23](=[O:38])[CH2:22][CH2:21][CH2:20][CH2:19][CH2:18][CH2:17][CH2:16][CH2:15][CH2:14][CH2:13][CH2:12][CH2:11][CH2:10][CH2:9][CH2:8][CH2:7][C:6]([O:5][C:1]([CH3:2])([CH3:3])[CH3:4])=[O:39])[CH:71]=[C:67]([C:68]([OH:70])=[O:69])[CH:66]=1)([CH3:62])([CH3:60])[CH3:61]. The catalyst class is: 2. (3) Reactant: [OH:1][C:2]1[CH:7]=[CH:6][C:5]([Br:8])=[CH:4][N:3]=1.[CH3:9]I. Product: [Br:8][C:5]1[CH:6]=[CH:7][C:2](=[O:1])[N:3]([CH3:9])[CH:4]=1. The catalyst class is: 31. (4) Reactant: [CH3:1][NH2:2].[F:3][C:4]1[CH:9]=[C:8]([N+:10]([O-:12])=[O:11])[C:7](F)=[C:6]([F:14])[C:5]=1[F:15]. Product: [F:14][C:6]1[C:5]([F:15])=[C:4]([F:3])[CH:9]=[C:8]([N+:10]([O-:12])=[O:11])[C:7]=1[NH:2][CH3:1]. The catalyst class is: 1.